Regression. Given a peptide amino acid sequence and an MHC pseudo amino acid sequence, predict their binding affinity value. This is MHC class I binding data. From a dataset of Peptide-MHC class I binding affinity with 185,985 pairs from IEDB/IMGT. (1) The peptide sequence is YVRTNGASY. The MHC is HLA-A26:01 with pseudo-sequence HLA-A26:01. The binding affinity (normalized) is 0.699. (2) The peptide sequence is SMWYIPNVF. The MHC is HLA-A32:01 with pseudo-sequence HLA-A32:01. The binding affinity (normalized) is 0.849. (3) The peptide sequence is FLAFLLFLVL. The MHC is HLA-A02:03 with pseudo-sequence HLA-A02:03. The binding affinity (normalized) is 0.492. (4) The peptide sequence is KKWIIMGLNK. The MHC is Mamu-B03 with pseudo-sequence Mamu-B03. The binding affinity (normalized) is 0.251. (5) The peptide sequence is KEGVSVTVT. The MHC is HLA-B40:01 with pseudo-sequence HLA-B40:01. The binding affinity (normalized) is 0.0455. (6) The peptide sequence is YLIRALTLNT. The MHC is HLA-A02:01 with pseudo-sequence HLA-A02:01. The binding affinity (normalized) is 0.718. (7) The peptide sequence is PKVPLRTMSY. The MHC is Mamu-B08 with pseudo-sequence Mamu-B08. The binding affinity (normalized) is 0.0356. (8) The peptide sequence is LLANTVRYL. The MHC is HLA-A02:01 with pseudo-sequence HLA-A02:01. The binding affinity (normalized) is 0.601. (9) The peptide sequence is IPFSEGKAL. The MHC is HLA-A02:06 with pseudo-sequence HLA-A02:06. The binding affinity (normalized) is 0.425.